Task: Predict the reactants needed to synthesize the given product.. Dataset: Retrosynthesis with 50K atom-mapped reactions and 10 reaction types from USPTO (1) Given the product CCOC(=O)c1[nH]c2c(Cl)cncc2c1Nc1ccc([Si](C)(C)C)cc1F, predict the reactants needed to synthesize it. The reactants are: CCOC(=O)c1[nH]c2c(Cl)cncc2c1N.C[Si](C)(C)c1ccc(OS(=O)(=O)C(F)(F)F)c(F)c1. (2) Given the product CC1=NOC(c2ccc(N)c(C)c2)(C(F)(F)F)C1, predict the reactants needed to synthesize it. The reactants are: CC1=NOC(c2ccc(NC(=O)OC(C)(C)C)c(C)c2)(C(F)(F)F)C1.